From a dataset of Full USPTO retrosynthesis dataset with 1.9M reactions from patents (1976-2016). Predict the reactants needed to synthesize the given product. (1) The reactants are: [CH2:1]([O:3][C:4](=[O:9])[CH2:5][C:6](=[NH:8])[NH2:7])[CH3:2].C(N(CC)CC)C.Br[CH:18]([CH3:22])[C:19](=O)[CH3:20]. Given the product [CH2:1]([O:3][C:4]([C:5]1[C:19]([CH3:20])=[C:18]([CH3:22])[NH:8][C:6]=1[NH2:7])=[O:9])[CH3:2], predict the reactants needed to synthesize it. (2) Given the product [F:26][C:5]([F:4])([F:25])[C:6]1[CH:7]=[C:8]([C:12]#[C:13][C:14]2[N:18]3[CH:19]=[CH:20][CH:21]=[CH:22][C:17]3=[N:16][C:15]=2[CH2:23][NH:24][CH2:29][C:30]([OH:32])=[O:31])[CH:9]=[CH:10][CH:11]=1, predict the reactants needed to synthesize it. The reactants are: C([BH3-])#N.[F:4][C:5]([F:26])([F:25])[C:6]1[CH:7]=[C:8]([C:12]#[C:13][C:14]2[N:18]3[CH:19]=[CH:20][CH:21]=[CH:22][C:17]3=[N:16][C:15]=2[CH2:23][NH2:24])[CH:9]=[CH:10][CH:11]=1.O.O=[CH:29][C:30]([OH:32])=[O:31]. (3) Given the product [CH3:1][N:2]1[CH2:7][CH2:6][CH:5]([N:8]2[CH:12]=[C:11]([NH:13][C:14]3[N:19]=[C:18]([NH:20][C:21]4[CH:22]=[C:23]5[C:28](=[CH:29][CH:30]=4)[N:27]=[CH:26][CH:25]=[CH:24]5)[C:17]([NH2:31])=[CH:16][N:15]=3)[CH:10]=[N:9]2)[CH2:4][CH2:3]1, predict the reactants needed to synthesize it. The reactants are: [CH3:1][N:2]1[CH2:7][CH2:6][CH:5]([N:8]2[CH:12]=[C:11]([NH:13][C:14]3[N:19]=[C:18]([NH:20][C:21]4[CH:22]=[C:23]5[C:28](=[CH:29][CH:30]=4)[N:27]=[CH:26][CH:25]=[CH:24]5)[C:17]([N+:31]([O-])=O)=[CH:16][N:15]=3)[CH:10]=[N:9]2)[CH2:4][CH2:3]1.